From a dataset of Forward reaction prediction with 1.9M reactions from USPTO patents (1976-2016). Predict the product of the given reaction. (1) Given the reactants [F:1][C:2]([F:24])([F:23])[C:3](=O)[CH2:4][C:5]([C:7]1[S:8][C:9]([C:12]2[CH:17]=[CH:16][CH:15]=[C:14]([S:18]([CH3:21])(=[O:20])=[O:19])[CH:13]=2)=[CH:10][CH:11]=1)=O.[NH2:25][NH2:26], predict the reaction product. The product is: [CH3:21][S:18]([C:14]1[CH:13]=[C:12]([C:9]2[S:8][C:7]([C:5]3[CH:4]=[C:3]([C:2]([F:24])([F:23])[F:1])[NH:26][N:25]=3)=[CH:11][CH:10]=2)[CH:17]=[CH:16][CH:15]=1)(=[O:20])=[O:19]. (2) Given the reactants Br[C:2]1[CH:7]=[CH:6][N:5]=[C:4]2[NH:8][CH:9]=[CH:10][C:3]=12.[Br:11][C:12]1[CH:13]=[N:14][NH:15][CH:16]=1.CN(C=O)C, predict the reaction product. The product is: [Br:11][C:12]1[CH:13]=[N:14][N:15]([C:2]2[CH:7]=[CH:6][N:5]=[C:4]3[NH:8][CH:9]=[CH:10][C:3]=23)[CH:16]=1. (3) The product is: [CH3:1][S:2]([O:5][C@H:6]1[CH2:7][C@@H:8]([CH2:19][OH:20])[C@@H:9]([O:11][Si:12]([C:15]([CH3:18])([CH3:17])[CH3:16])([CH3:13])[CH3:14])[CH2:10]1)(=[O:4])=[O:3]. Given the reactants [CH3:1][S:2]([O:5][C@@H:6]1[CH2:10][C@H:9]([O:11][Si:12]([C:15]([CH3:18])([CH3:17])[CH3:16])([CH3:14])[CH3:13])[C@H:8]([CH2:19][O:20]CC2C=CC=CC=2)[CH2:7]1)(=[O:4])=[O:3].CO, predict the reaction product. (4) Given the reactants Cl[CH2:2][C:3]([C:5]1[CH:9]=[C:8]([C:10](=[O:18])[C:11]2[CH:16]=[CH:15][C:14]([Cl:17])=[CH:13][CH:12]=2)[N:7]([O:19][CH2:20][CH2:21][CH3:22])[CH:6]=1)=[O:4].[CH2:23]([NH:25][CH2:26][CH3:27])[CH3:24], predict the reaction product. The product is: [Cl:17][C:14]1[CH:15]=[CH:16][C:11]([C:10]([C:8]2[N:7]([O:19][CH2:20][CH2:21][CH3:22])[CH:6]=[C:5]([C:3](=[O:4])[CH2:2][N:25]([CH2:26][CH3:27])[CH2:23][CH3:24])[CH:9]=2)=[O:18])=[CH:12][CH:13]=1. (5) Given the reactants C(OC([N:8]1[CH2:13][CH2:12][N:11]([C:14]2[C:23]([O:24][CH3:25])=[C:22]3[C:17]([C:18](=[O:56])[C:19]([C:29](=[O:55])[S:30][CH2:31][CH2:32][CH2:33][CH:34]([P:45]([O:51]C(C)C)([O:47]C(C)C)=[O:46])[P:35]([O:41]C(C)C)([O:37]C(C)C)=[O:36])=[CH:20][N:21]3[CH:26]3[CH2:28][CH2:27]3)=[CH:16][C:15]=2[F:57])[CH2:10][CH:9]1[CH3:58])=O)(C)(C)C.C[Si](Br)(C)C, predict the reaction product. The product is: [CH3:58][CH:9]1[NH:8][CH2:13][CH2:12][N:11]([C:14]2[C:23]([O:24][CH3:25])=[C:22]3[C:17]([C:18](=[O:56])[C:19]([C:29](=[O:55])[S:30][CH2:31][CH2:32][CH2:33][CH:34]([P:45]([OH:51])([OH:47])=[O:46])[P:35]([OH:37])([OH:41])=[O:36])=[CH:20][N:21]3[CH:26]3[CH2:28][CH2:27]3)=[CH:16][C:15]=2[F:57])[CH2:10]1. (6) Given the reactants [CH2:1]([O:5][C:6]1[CH:11]=[C:10](Cl)[N:9]=[CH:8][N:7]=1)[C:2]#[C:3][CH3:4].C(=O)([O-])[O-].[K+].[K+].Cl.[CH3:20][C:21]1([CH3:27])[CH2:26][CH2:25][CH2:24][NH:23][CH2:22]1.[Cl-].[NH4+], predict the reaction product. The product is: [CH2:1]([O:5][C:6]1[CH:11]=[C:10]([N:23]2[CH2:24][CH2:25][CH2:26][C:21]([CH3:27])([CH3:20])[CH2:22]2)[N:9]=[CH:8][N:7]=1)[C:2]#[C:3][CH3:4]. (7) The product is: [NH2:28][CH:21]([C:22]1[CH:23]=[CH:24][CH:25]=[CH:26][CH:27]=1)[C:18]1[CH:17]=[CH:16][C:15]([NH:14][C:12]([CH:10]2[O:9][N:8]=[C:7]([C:3]3[CH:2]=[N:1][CH:6]=[CH:5][CH:4]=3)[CH2:11]2)=[O:13])=[CH:20][CH:19]=1. Given the reactants [N:1]1[CH:6]=[CH:5][CH:4]=[C:3]([C:7]2[CH2:11][C@@H:10]([C:12]([NH:14][C:15]3[CH:20]=[CH:19][C:18]([CH:21]([N:28](C(OC(C)(C)C)=O)C(=O)OC(C)(C)C)[C:22]4[CH:27]=[CH:26][CH:25]=[CH:24][CH:23]=4)=[CH:17][CH:16]=3)=[O:13])[O:9][N:8]=2)[CH:2]=1.C(=O)=O.C([O-])(O)=O.[Na+], predict the reaction product. (8) Given the reactants C([O:3][C:4]([C:6]1[NH:7][C:8]2[C:13]([CH:14]=1)=[C:12]([O:15][C:16]1[CH:21]=[CH:20][C:19]([F:22])=[C:18]([F:23])[CH:17]=1)[CH:11]=[CH:10][CH:9]=2)=[O:5])C.[Li+].[OH-], predict the reaction product. The product is: [F:23][C:18]1[CH:17]=[C:16]([CH:21]=[CH:20][C:19]=1[F:22])[O:15][C:12]1[CH:11]=[CH:10][CH:9]=[C:8]2[C:13]=1[CH:14]=[C:6]([C:4]([OH:5])=[O:3])[NH:7]2. (9) Given the reactants [CH3:1][C:2]1[C:7]([N+:8]([O-])=O)=[C:6]([CH3:11])[N:5]=[C:4]([O:12][CH2:13][C:14]([O:16][CH2:17][CH3:18])=[O:15])[N:3]=1.[H][H], predict the reaction product. The product is: [NH2:8][C:7]1[C:2]([CH3:1])=[N:3][C:4]([O:12][CH2:13][C:14]([O:16][CH2:17][CH3:18])=[O:15])=[N:5][C:6]=1[CH3:11]. (10) Given the reactants [CH:1]1[C:13]2[CH:12]([CH2:14][O:15][C:16]([NH:18][C:19]([CH3:44])([C:21]([NH:23][C@H:24]([C:28]([N:30]([C@@H:32]([C@@H:40]([CH3:43])[CH2:41][CH3:42])[C@H:33]([O:38][CH3:39])[CH2:34][C:35](O)=[O:36])[CH3:31])=[O:29])[CH:25]([CH3:27])[CH3:26])=[O:22])[CH3:20])=[O:17])[C:11]3[C:6](=[CH:7][CH:8]=[CH:9][CH:10]=3)[C:5]=2[CH:4]=[CH:3][CH:2]=1.Cl.[CH3:46][O:47][C@@H:48]([C@@H:64]1[CH2:68][CH2:67][CH2:66][NH:65]1)[C@@H:49]([CH3:63])[C:50]([NH:52][CH2:53][C:54]1([C:57]2[CH:62]=[CH:61][CH:60]=[CH:59][CH:58]=2)[CH2:56][CH2:55]1)=[O:51].CN(C(ON1N=NC2C=CC=NC1=2)=[N+](C)C)C.F[P-](F)(F)(F)(F)F.C(N(CC)CC)C, predict the reaction product. The product is: [CH:1]1[C:13]2[CH:12]([CH2:14][O:15][C:16]([NH:18][C:19]([CH3:44])([C:21]([NH:23][C@H:24]([C:28]([N:30]([C@@H:32]([C@@H:40]([CH3:43])[CH2:41][CH3:42])[C@H:33]([O:38][CH3:39])[CH2:34][C:35]([N:65]3[CH2:66][CH2:67][CH2:68][C@H:64]3[C@H:48]([O:47][CH3:46])[C@@H:49]([CH3:63])[C:50](=[O:51])[NH:52][CH2:53][C:54]3([C:57]4[CH:62]=[CH:61][CH:60]=[CH:59][CH:58]=4)[CH2:55][CH2:56]3)=[O:36])[CH3:31])=[O:29])[CH:25]([CH3:27])[CH3:26])=[O:22])[CH3:20])=[O:17])[C:11]3[C:6](=[CH:7][CH:8]=[CH:9][CH:10]=3)[C:5]=2[CH:4]=[CH:3][CH:2]=1.